This data is from Catalyst prediction with 721,799 reactions and 888 catalyst types from USPTO. The task is: Predict which catalyst facilitates the given reaction. (1) Reactant: C(NC(C)C)(C)C.[Li]CCCC.[C:13]([CH:15]1[CH2:18][N:17]([C:19]([O:21][C:22]([CH3:25])([CH3:24])[CH3:23])=[O:20])[CH2:16]1)#[N:14].Br[CH2:27][F:28]. Product: [C:13]([C:15]1([CH2:27][F:28])[CH2:18][N:17]([C:19]([O:21][C:22]([CH3:25])([CH3:24])[CH3:23])=[O:20])[CH2:16]1)#[N:14]. The catalyst class is: 1. (2) Reactant: [Na].C(O[CH:7]=[CH:8][C:9](=O)[C:10]([Cl:16])([F:15])[C:11]([F:14])([F:13])[F:12])CCC.[C:18]([NH2:24])(=[O:23])[CH2:19][C:20]([NH2:22])=[O:21]. Product: [Cl:16][C:10]([C:9]1[NH:22][C:20](=[O:21])[C:19]([C:18]([NH2:24])=[O:23])=[CH:7][CH:8]=1)([F:15])[C:11]([F:12])([F:13])[F:14]. The catalyst class is: 5.